This data is from Forward reaction prediction with 1.9M reactions from USPTO patents (1976-2016). The task is: Predict the product of the given reaction. (1) Given the reactants [Cl:1][C:2]1[CH:7]=[CH:6][C:5]([N:8]([CH2:18][C:19]2[CH:24]=[CH:23][C:22]([O:25][CH3:26])=[CH:21][C:20]=2[O:27][CH3:28])[C:9](=[O:17])/[CH:10]=[CH:11]/[C:12]([O:14][CH2:15][CH3:16])=[O:13])=[C:4]([CH:29]([C:31]2[CH:36]=[CH:35][CH:34]=[C:33]([CH2:37][CH3:38])[C:32]=2[O:39][CH3:40])[OH:30])[CH:3]=1.C(=O)([O-])[O-].[K+].[K+], predict the reaction product. The product is: [Cl:1][C:2]1[CH:7]=[CH:6][C:5]2[N:8]([CH2:18][C:19]3[CH:24]=[CH:23][C:22]([O:25][CH3:26])=[CH:21][C:20]=3[O:27][CH3:28])[C:9](=[O:17])[C@@H:10]([CH2:11][C:12]([O:14][CH2:15][CH3:16])=[O:13])[O:30][C@H:29]([C:31]3[CH:36]=[CH:35][CH:34]=[C:33]([CH2:37][CH3:38])[C:32]=3[O:39][CH3:40])[C:4]=2[CH:3]=1. (2) Given the reactants [CH:1]([C:4]1[NH:5][C:6]2[C:11]([C:12]=1[CH:13]=[O:14])=[CH:10][CH:9]=[CH:8][CH:7]=2)([CH3:3])[CH3:2].[CH2:15](Br)[C:16]1[CH:21]=[CH:20][CH:19]=[CH:18][CH:17]=1.C([O-])([O-])=O.[K+].[K+], predict the reaction product. The product is: [CH2:15]([N:5]1[C:6]2[C:11](=[CH:10][CH:9]=[CH:8][CH:7]=2)[C:12]([CH:13]=[O:14])=[C:4]1[CH:1]([CH3:3])[CH3:2])[C:16]1[CH:21]=[CH:20][CH:19]=[CH:18][CH:17]=1. (3) Given the reactants [CH2:1]([O:3][C:4]1[C:5]([F:14])=[C:6]([CH:9]=[C:10]([CH2:12][CH3:13])[CH:11]=1)[CH:7]=[O:8])[CH3:2].[C-:15]#[N:16].[K+].OS([O-])=O.[Na+], predict the reaction product. The product is: [CH2:1]([O:3][C:4]1[C:5]([F:14])=[C:6]([CH:7]([OH:8])[C:15]#[N:16])[CH:9]=[C:10]([CH2:12][CH3:13])[CH:11]=1)[CH3:2].